Predict the reactants needed to synthesize the given product. From a dataset of Full USPTO retrosynthesis dataset with 1.9M reactions from patents (1976-2016). (1) The reactants are: [CH3:1][N:2]([CH3:25])[C:3]1[CH:4]=[CH:5][C:6]([Si:21]([CH3:24])([CH3:23])[CH3:22])=[C:7]([CH:20]=1)[C:8]([N:10](CC)[CH:11](OC)[C:12](C)(C)C)=[O:9].I[Si](C)(C)C. Given the product [CH3:25][N:2]([CH3:1])[C:3]1[CH:4]=[CH:5][C:6]([Si:21]([CH3:23])([CH3:22])[CH3:24])=[C:7]([CH:20]=1)[C:8]([NH:10][CH2:11][CH3:12])=[O:9], predict the reactants needed to synthesize it. (2) Given the product [CH2:31]([C:2]1[C:3]([O:8][C:9]2[CH:10]=[CH:11][C:12]3[N:16]=[C:15]([CH2:17][O:18][C:19]4[CH:20]=[C:21]([CH:26]=[CH:27][CH:28]=4)[C:22]([O:24][CH3:25])=[O:23])[N:14]([CH3:29])[C:13]=3[CH:30]=2)=[N:4][CH:5]=[CH:6][CH:7]=1)[CH3:32], predict the reactants needed to synthesize it. The reactants are: Br[C:2]1[C:3]([O:8][C:9]2[CH:10]=[CH:11][C:12]3[N:16]=[C:15]([CH2:17][O:18][C:19]4[CH:20]=[C:21]([CH:26]=[CH:27][CH:28]=4)[C:22]([O:24][CH3:25])=[O:23])[N:14]([CH3:29])[C:13]=3[CH:30]=2)=[N:4][CH:5]=[CH:6][CH:7]=1.[CH2:31](B(CC)CC)[CH3:32].C(=O)([O-])[O-].[K+].[K+].O. (3) Given the product [Cl:13][C:14]1[N:19]=[CH:18][C:17]([S:20]([NH:23][C:2]2[C:11]([Cl:12])=[N:10][C:9]3[C:4](=[CH:5][CH:6]=[CH:7][CH:8]=3)[N:3]=2)(=[O:21])=[O:22])=[CH:16][CH:15]=1, predict the reactants needed to synthesize it. The reactants are: Cl[C:2]1[C:11]([Cl:12])=[N:10][C:9]2[C:4](=[CH:5][CH:6]=[CH:7][CH:8]=2)[N:3]=1.[Cl:13][C:14]1[N:19]=[CH:18][C:17]([S:20]([NH2:23])(=[O:22])=[O:21])=[CH:16][CH:15]=1.C([O-])([O-])=O.[K+].[K+].CS(C)=O. (4) Given the product [CH3:26][O:25][C:22]1[CH:21]=[CH:20][C:19]([C:17]2[O:16][N:15]=[C:14]([CH2:13][NH:11][C:8]34[CH2:10][CH:4]5[CH2:5][CH:6]([CH2:1][CH:2]([CH2:3]5)[CH2:9]3)[CH2:7]4)[N:18]=2)=[CH:24][CH:23]=1, predict the reactants needed to synthesize it. The reactants are: [CH2:1]1[CH:6]2[CH2:7][C:8]3([NH2:11])[CH2:10][CH:4]([CH2:5]2)[CH2:3][CH:2]1[CH2:9]3.Cl[CH2:13][C:14]1[N:18]=[C:17]([C:19]2[CH:24]=[CH:23][C:22]([O:25][CH3:26])=[CH:21][CH:20]=2)[O:16][N:15]=1. (5) Given the product [F:22][C:17]1[CH:18]=[CH:19][CH:20]=[CH:21][C:16]=1[N:8]1[C:9]2[CH:15]=[CH:14][CH:13]=[CH:12][C:10]=2[CH2:11][N:6]([CH2:5][CH2:4][CH2:3][CH2:2][NH:28][CH:25]2[CH2:27][CH2:26]2)[S:7]1(=[O:24])=[O:23], predict the reactants needed to synthesize it. The reactants are: Br[CH2:2][CH2:3][CH2:4][CH2:5][N:6]1[CH2:11][C:10]2[CH:12]=[CH:13][CH:14]=[CH:15][C:9]=2[N:8]([C:16]2[CH:21]=[CH:20][CH:19]=[CH:18][C:17]=2[F:22])[S:7]1(=[O:24])=[O:23].[CH:25]1([NH2:28])[CH2:27][CH2:26]1.Cl. (6) The reactants are: N(C(OCC1C2C(=CC=CC=2)C2C1=CC=CC=2)=O)[C@H](C(N[C@H](C(O)=O)CCCNC(N)=O)=O)C(C)C.[CH:37]1[C:42]([C:43]([OH:45])=[O:44])=[CH:41][CH:40]=[C:39]([NH2:46])[CH:38]=1.[CH3:47][CH2:48][C@@H:49]([C@H:51]([N:81]([C:83]([C@@H:85]([NH:89][C:90]([C@@H:92]([N:96]([C:98]([O:100][CH2:101][C:102]1[CH:103]=[CH:104][C:105]([NH:108][C:109]([C@@H:111]([NH:119][C:120]([C@@H:122]([NH:126][C:127]([CH2:129][CH2:130][CH2:131][CH2:132][CH2:133][N:134]2[C:139](=[O:140])[CH:138][CH2:137][C:135]2=[O:136])=[O:128])[CH:123]([CH3:125])[CH3:124])=[O:121])[CH2:112][CH2:113][CH2:114][NH:115][C:116]([NH2:118])=[O:117])=[O:110])=[CH:106][CH:107]=1)=[O:99])[CH3:97])[CH:93]([CH3:95])[CH3:94])=[O:91])[CH:86]([CH3:88])[CH3:87])=[O:84])[CH3:82])[C@H:52]([O:79][CH3:80])[CH2:53][C:54]([N:56]1[C@H:60]([C@H:61]([O:77][CH3:78])[C@H:62]([C:64]([NH:66][C@@H:67]([C@@H:69]([OH:76])[C:70]2[CH:71]=[CH:72][CH:73]=[CH:74][CH:75]=2)[CH3:68])=[O:65])[CH3:63])[CH2:59][CH2:58][CH2:57]1)=[O:55])[CH3:50].C1C=CC2N(O)N=NC=2C=1.C(N(CC)CC)C. Given the product [CH3:47][CH2:48][C@@H:49]([C@H:51]([N:81]([C:83]([C@@H:85]([NH:89][C:90]([C@@H:92]([N:96]([C:98]([O:100][CH2:101][C:102]1[CH:103]=[CH:104][C:105]([NH:108][C:109]([C@@H:111]([NH:119][C:120]([C@@H:122]([NH:126][C:127]([CH2:129][CH2:130][CH2:131][CH2:132][CH2:133][N:134]2[C:139](=[O:140])[CH:138][CH2:137][C:135]2=[O:136])=[O:128])[CH:123]([CH3:124])[CH3:125])=[O:121])[CH2:112][CH2:113][CH2:114][NH:115][C:116]([NH2:118])=[O:117])=[O:110])=[CH:106][CH:107]=1)=[O:99])[CH3:97])[CH:93]([CH3:95])[CH3:94])=[O:91])[CH:86]([CH3:88])[CH3:87])=[O:84])[CH3:82])[C@H:52]([O:79][CH3:80])[CH2:53][C:54]([N:56]1[C@H:60]([C@H:61]([O:77][CH3:78])[C@H:62]([C:64]([NH:66][C@@H:67]([C@@H:69]([OH:76])[C:70]2[CH:71]=[CH:72][CH:73]=[CH:74][CH:75]=2)[CH3:68])=[O:65])[CH3:63])[CH2:59][CH2:58][CH2:57]1)=[O:55])[CH3:50].[CH:37]1[C:42]([C:43]([OH:45])=[O:44])=[CH:41][CH:40]=[C:39]([NH2:46])[CH:38]=1.[NH2:126][C@H:122]([C:120]([NH:119][C@H:111]([C:109]([NH2:108])=[O:110])[CH2:112][CH2:113][CH2:114][NH:115][C:116]([NH2:118])=[O:117])=[O:121])[CH:123]([CH3:124])[CH3:125], predict the reactants needed to synthesize it. (7) Given the product [NH2:16][C:13]1[CH:14]=[CH:15][C:10]([C:8]2[N:7]=[CH:6][C:5]3[N:4]([N:3]=[C:2]([NH2:1])[N:24]=3)[CH:9]=2)=[CH:11][CH:12]=1, predict the reactants needed to synthesize it. The reactants are: [NH2:1][C:2]1[N:24]=[C:5]2[CH:6]=[N:7][C:8]([C:10]3[CH:15]=[CH:14][C:13]([NH:16]C(=O)OC(C)(C)C)=[CH:12][CH:11]=3)=[CH:9][N:4]2[N:3]=1.C(O)(C(F)(F)F)=O.